Dataset: Full USPTO retrosynthesis dataset with 1.9M reactions from patents (1976-2016). Task: Predict the reactants needed to synthesize the given product. (1) The reactants are: [NH:1]1[C:5]2=[N:6][CH:7]=[CH:8][CH:9]=[C:4]2[CH:3]=[CH:2]1.[F:10][C:11]1[CH:16]=[CH:15][CH:14]=[CH:13][C:12]=1[N:17]1[CH2:22][CH2:21][NH:20][CH2:19][CH2:18]1.[C:23]([O-])(=O)C.[Na+].C=O. Given the product [F:10][C:11]1[CH:16]=[CH:15][CH:14]=[CH:13][C:12]=1[N:17]1[CH2:22][CH2:21][N:20]([CH2:23][C:2]2[NH:1][C:5]3=[N:6][CH:7]=[CH:8][CH:9]=[C:4]3[CH:3]=2)[CH2:19][CH2:18]1, predict the reactants needed to synthesize it. (2) Given the product [C:21]([Si:18]([O:8][CH:7]([CH:2]1[CH2:3][CH2:4][CH:5]=[CH:6][O:1]1)[CH2:9][CH3:10])([CH3:20])[CH3:19])([CH3:24])([CH3:23])[CH3:22], predict the reactants needed to synthesize it. The reactants are: [O:1]1[CH:6]=[CH:5][CH2:4][CH2:3][CH:2]1[CH:7]=[O:8].[CH2:9]([Mg]Br)[CH3:10].N1C=CN=C1.[Si:18](Cl)([C:21]([CH3:24])([CH3:23])[CH3:22])([CH3:20])[CH3:19]. (3) Given the product [CH:23]1([C:20]2[CH:21]=[CH:22][C:17]([O:16][CH:13]3[CH2:14][CH2:15][N:10]([C:8]([C:5]4[CH:4]=[CH:3][C:2]([N:28]5[C@H:27]([CH3:26])[CH2:31][O:30][C:29]5=[O:32])=[N:7][CH:6]=4)=[O:9])[CH2:11][CH2:12]3)=[CH:18][CH:19]=2)[CH2:25][CH2:24]1, predict the reactants needed to synthesize it. The reactants are: Br[C:2]1[N:7]=[CH:6][C:5]([C:8]([N:10]2[CH2:15][CH2:14][CH:13]([O:16][C:17]3[CH:22]=[CH:21][C:20]([CH:23]4[CH2:25][CH2:24]4)=[CH:19][CH:18]=3)[CH2:12][CH2:11]2)=[O:9])=[CH:4][CH:3]=1.[CH3:26][C@@H:27]1[CH2:31][O:30][C:29](=[O:32])[NH:28]1. (4) Given the product [CH3:36][C:28]([NH:37][CH2:16][CH:15]([C:12]1[CH:13]=[CH:14][C:9]([OH:8])=[C:10]([NH:22][S:23]([CH3:26])(=[O:24])=[O:25])[CH:11]=1)[OH:21])([CH3:27])[CH2:29][CH2:30][N:31]1[CH:35]=[N:34][CH:33]=[N:32]1, predict the reactants needed to synthesize it. The reactants are: C([O:8][C:9]1[CH:14]=[CH:13][C:12]([C:15](=[O:21])[CH:16](OCC)O)=[CH:11][C:10]=1[NH:22][S:23]([CH3:26])(=[O:25])=[O:24])C1C=CC=CC=1.[CH3:27][C:28]([NH2:37])([CH3:36])[CH2:29][CH2:30][N:31]1[CH:35]=[N:34][CH:33]=[N:32]1. (5) Given the product [F:1][C:2]1[CH:9]=[C:8]([O:10][CH2:23][C:24]([F:27])([F:26])[F:25])[CH:7]=[CH:6][C:3]=1[CH:4]=[O:5], predict the reactants needed to synthesize it. The reactants are: [F:1][C:2]1[CH:9]=[C:8]([OH:10])[CH:7]=[CH:6][C:3]=1[CH:4]=[O:5].C(=O)([O-])[O-].[K+].[K+].FC(F)(F)S(O[CH2:23][C:24]([F:27])([F:26])[F:25])(=O)=O. (6) Given the product [NH2:29][C:7]1[CH:6]=[CH:5][C:4]([N:3]([CH2:32][CH3:33])[CH2:1][CH3:2])=[CH:9][C:8]=1[C:10]1[CH:11]=[C:12]([CH:26]=[CH:27][N:28]=1)[C:13]([NH:15][C@@H:16]1[C:25]2[C:20](=[CH:21][CH:22]=[CH:23][CH:24]=2)[CH2:19][CH2:18][CH2:17]1)=[O:14], predict the reactants needed to synthesize it. The reactants are: [CH2:1]([N:3]([CH2:32][CH3:33])[C:4]1[CH:5]=[CH:6][C:7]([N+:29]([O-])=O)=[C:8]([C:10]2[CH:11]=[C:12]([CH:26]=[CH:27][N:28]=2)[C:13]([NH:15][C@@H:16]2[C:25]3[C:20](=[CH:21][CH:22]=[CH:23][CH:24]=3)[CH2:19][CH2:18][CH2:17]2)=[O:14])[CH:9]=1)[CH3:2]. (7) The reactants are: I[C:2]1[C:10]2[CH:9]=[N:8][CH:7]=[N:6][C:5]=2[N:4]([CH:11]([CH3:13])[CH3:12])[CH:3]=1.C([Mg]Cl)(C)C.[Br:19][C:20]1[CH:21]=[C:22]([CH:29]=[CH:30][N:31]=1)[C:23](N(OC)C)=[O:24]. Given the product [Br:19][C:20]1[CH:21]=[C:22]([C:23]([C:2]2[C:10]3[CH:9]=[N:8][CH:7]=[N:6][C:5]=3[N:4]([CH:11]([CH3:13])[CH3:12])[CH:3]=2)=[O:24])[CH:29]=[CH:30][N:31]=1, predict the reactants needed to synthesize it.